This data is from Catalyst prediction with 721,799 reactions and 888 catalyst types from USPTO. The task is: Predict which catalyst facilitates the given reaction. (1) Product: [CH3:15][N:14]([CH3:16])[C:12](=[O:13])[CH2:11][C:5]1[C:4]2[C:8](=[CH:9][CH:10]=[C:2]([C:18]3[S:17][CH:21]=[CH:20][CH:19]=3)[CH:3]=2)[NH:7][CH:6]=1. The catalyst class is: 57. Reactant: Br[C:2]1[CH:3]=[C:4]2[C:8](=[CH:9][CH:10]=1)[NH:7][CH:6]=[C:5]2[CH2:11][C:12]([N:14]([CH3:16])[CH3:15])=[O:13].[S:17]1[CH:21]=[CH:20][CH:19]=[C:18]1B(O)O.C(=O)([O-])[O-].[Cs+].[Cs+].[OH-].[Na+]. (2) Reactant: C([N:9]1[C@H:16]2[C@H:12]([N:13]([C:17]([O:19][CH2:20][C:21]3[C:22]([CH3:31])=[N:23][C:24]([C:27]([F:30])([F:29])[F:28])=[CH:25][CH:26]=3)=[O:18])[CH2:14]C2)[C@@H](O)C1)(=O)C1C=CC=CC=1.C(N1C=CN=C1)(N1C=CN=C1)=O.CC1C(CO)=CC=C(C(F)(F)F)N=1. Product: [N:13]1([C:17]([O:19][CH2:20][C:21]2[C:22]([CH3:31])=[N:23][C:24]([C:27]([F:30])([F:29])[F:28])=[CH:25][CH:26]=2)=[O:18])[CH:12]=[CH:16][N:9]=[CH:14]1. The catalyst class is: 4. (3) Reactant: C([O:3][C:4]([C:6]1[NH:15][C:9]2=[CH:10][N:11]=[C:12]([Cl:14])[CH:13]=[C:8]2[CH:7]=1)=[O:5])C.[OH-].[Na+]. Product: [Cl:14][C:12]1[CH:13]=[C:8]2[CH:7]=[C:6]([C:4]([OH:5])=[O:3])[NH:15][C:9]2=[CH:10][N:11]=1. The catalyst class is: 8. (4) Reactant: [CH3:1][O:2][C:3]1[CH:4]=[C:5]([CH:7]=[CH:8][CH:9]=1)[NH2:6].[N:10]1[CH:15]=[CH:14][CH:13]=[CH:12][C:11]=1[C:16](O)=[O:17].CCN=C=NCCCN(C)C.Cl.CCN(CC)CC.OC1C2N=NNC=2C=CC=1. Product: [CH3:1][O:2][C:3]1[CH:4]=[C:5]([NH:6][C:16](=[O:17])[C:11]2[CH:12]=[CH:13][CH:14]=[CH:15][N:10]=2)[CH:7]=[CH:8][CH:9]=1. The catalyst class is: 2. (5) Reactant: Cl[C:2]1[CH:7]=[CH:6][C:5]([N+:8]([O-:10])=[O:9])=[CH:4][N:3]=1.Cl.[CH3:12][NH:13][CH3:14].C(N(C(C)C)CC)(C)C.O. Product: [CH3:12][N:13]([CH3:14])[C:2]1[CH:7]=[CH:6][C:5]([N+:8]([O-:10])=[O:9])=[CH:4][N:3]=1. The catalyst class is: 16. (6) Reactant: Br[C:2]1[C:18](=[O:19])[N:17]([CH:20]2[CH2:24][CH2:23][CH2:22][CH2:21]2)[C:5]2[N:6]=[C:7]([NH:11][CH2:12][C:13]([OH:16])([CH3:15])[CH3:14])[N:8]=[C:9]([CH3:10])[C:4]=2[CH:3]=1.[OH:25][C:26]1[CH:27]=[C:28](B(O)O)[CH:29]=[CH:30][CH:31]=1.C(=O)([O-])[O-].[K+].[K+]. Product: [CH:20]1([N:17]2[C:5]3[N:6]=[C:7]([NH:11][CH2:12][C:13]([OH:16])([CH3:15])[CH3:14])[N:8]=[C:9]([CH3:10])[C:4]=3[CH:3]=[C:2]([C:30]3[CH:29]=[CH:28][CH:27]=[C:26]([OH:25])[CH:31]=3)[C:18]2=[O:19])[CH2:24][CH2:23][CH2:22][CH2:21]1. The catalyst class is: 233. (7) Reactant: C(=O)([O-])O.[Na+].Cl.[NH2:7][OH:8].[F:9][C:10]1[CH:15]=[CH:14][C:13]([C:16]([F:19])([F:18])[F:17])=[CH:12][C:11]=1[C:20]1[CH:25]=[CH:24][N:23]=[C:22]([C:26]#[N:27])[CH:21]=1. Product: [F:9][C:10]1[CH:15]=[CH:14][C:13]([C:16]([F:19])([F:18])[F:17])=[CH:12][C:11]=1[C:20]1[CH:25]=[CH:24][N:23]=[C:22]([C:26](=[N:7][OH:8])[NH2:27])[CH:21]=1. The catalyst class is: 8.